Dataset: Reaction yield outcomes from USPTO patents with 853,638 reactions. Task: Predict the reaction yield, written as a fraction of the theoretical maximum amount of product (1.0 means a 100% yield; for example, 0.34 means a 34% yield). (1) The reactants are C1N=CN([C:6](N2C=NC=C2)=[O:7])C=1.[CH3:13][O:14][C:15]([CH:17]1[CH2:22][CH2:21][CH:20]([C:23](=[NH:26])[NH:24][OH:25])[CH2:19][CH2:18]1)=[O:16]. The catalyst is O1CCOCC1. The product is [CH3:13][O:14][C:15]([CH:17]1[CH2:22][CH2:21][CH:20]([C:23]2[NH:26][C:6](=[O:7])[O:25][N:24]=2)[CH2:19][CH2:18]1)=[O:16]. The yield is 0.670. (2) The reactants are [O-:1][C:2]#[N:3].[K+].[NH2:5][C:6]1[CH:11]=[CH:10][CH:9]=[CH:8][C:7]=1[OH:12]. The catalyst is O.C(O)(=O)C. The product is [OH:12][C:7]1[CH:8]=[CH:9][CH:10]=[CH:11][C:6]=1[NH:5][C:2]([NH2:3])=[O:1]. The yield is 0.479. (3) The catalyst is C1COCC1.C1(C)C=CC=CC=1.O. The reactants are [Mg].II.Br[C:5]1[CH:10]=[CH:9][C:8]([F:11])=[CH:7][CH:6]=1.[P:12]([O-:19])(OCC)OCC.Cl. The product is [F:11][C:8]1[CH:9]=[CH:10][C:5]([PH:12](=[O:19])[C:5]2[CH:10]=[CH:9][C:8]([F:11])=[CH:7][CH:6]=2)=[CH:6][CH:7]=1. The yield is 0.352. (4) The reactants are [CH3:1][O:2][C:3]1[CH:4]=[C:5]2[C:10](=[CH:11][C:12]=1[O:13][CH3:14])[N:9]=[CH:8][CH:7]=[C:6]2[O:15][C:16]1[CH:21]=[CH:20][C:19]([NH:22][CH2:23][C:24]2[CH:29]=[CH:28][CH:27]=[CH:26][C:25]=2[NH2:30])=[CH:18][CH:17]=1.[C:31](N1C=CN=C1)(N1C=CN=C1)=[O:32]. The catalyst is CN(C)C=O.O1CCCC1.O. The product is [NH:30]1[C:25]2[C:24](=[CH:29][CH:28]=[CH:27][CH:26]=2)[CH2:23][N:22]([C:19]2[CH:18]=[CH:17][C:16]([O:15][C:6]3[C:5]4[C:10](=[CH:11][C:12]([O:13][CH3:14])=[C:3]([O:2][CH3:1])[CH:4]=4)[N:9]=[CH:8][CH:7]=3)=[CH:21][CH:20]=2)[C:31]1=[O:32]. The yield is 0.0705. (5) The reactants are Br[C:2]1[CH:3]=[CH:4][C:5]([N:8]2[CH2:14][CH2:13][CH2:12][N:11]([C:15]3[CH:20]=[CH:19][C:18](Br)=[CH:17][N:16]=3)[CH2:10][CH2:9]2)=[N:6][CH:7]=1.[CH3:22][S:23][C:24]1[CH:29]=[CH:28][C:27](B(O)O)=[CH:26][CH:25]=1. No catalyst specified. The product is [CH3:22][S:23][C:24]1[CH:29]=[CH:28][C:27]([C:2]2[CH:3]=[CH:4][C:5]([N:8]3[CH2:14][CH2:13][CH2:12][N:11]([C:15]4[CH:20]=[CH:19][C:18]([C:27]5[CH:28]=[CH:29][C:24]([S:23][CH3:22])=[CH:25][CH:26]=5)=[CH:17][N:16]=4)[CH2:10][CH2:9]3)=[N:6][CH:7]=2)=[CH:26][CH:25]=1. The yield is 0.430. (6) The reactants are [CH3:1][NH:2][C:3]1[CH:4]=[C:5]([OH:12])[CH:6]=[CH:7][C:8]=1[N+:9]([O-])=O.[CH:13](O)=O. The catalyst is CO.[Fe]. The product is [CH3:1][N:2]1[C:3]2[CH:4]=[C:5]([OH:12])[CH:6]=[CH:7][C:8]=2[N:9]=[CH:13]1. The yield is 0.940. (7) The reactants are [Cl:1][C:2]1[CH:7]=[C:6]([NH2:8])[CH:5]=[C:4]([C:9]([F:12])([F:11])[F:10])[C:3]=1[NH2:13].Cl[CH2:15][CH2:16][O:17][CH2:18][CH2:19]Cl.[I-].[Na+]. The catalyst is C(#N)C. The product is [Cl:1][C:2]1[CH:7]=[C:6]([N:8]2[CH2:19][CH2:18][O:17][CH2:16][CH2:15]2)[CH:5]=[C:4]([C:9]([F:12])([F:11])[F:10])[C:3]=1[NH2:13]. The yield is 0.240.